Dataset: Full USPTO retrosynthesis dataset with 1.9M reactions from patents (1976-2016). Task: Predict the reactants needed to synthesize the given product. (1) Given the product [OH:12]/[N:11]=[C:7]1\[CH2:6][CH2:5][C:4]2[C:8]\1=[CH:9][CH:10]=[C:2]([C:18]1[CH:19]=[CH:20][C:15]([C:13]#[N:14])=[CH:16][CH:17]=1)[CH:3]=2, predict the reactants needed to synthesize it. The reactants are: Br[C:2]1[CH:3]=[C:4]2[C:8](=[CH:9][CH:10]=1)[C:7](=[N:11][OH:12])[CH2:6][CH2:5]2.[C:13]([C:15]1[CH:20]=[CH:19][C:18](B(O)O)=[CH:17][CH:16]=1)#[N:14]. (2) The reactants are: [CH2:1]([O:8][C:9]1[N:10]=[N:11][C:12](Cl)=[CH:13][C:14]=1[O:15][CH2:16][C:17]1[CH:22]=[CH:21][CH:20]=[CH:19][CH:18]=1)[C:2]1[CH:7]=[CH:6][CH:5]=[CH:4][CH:3]=1.C1CCN2C(=NCCC2)CC1.[C:35]([C:37]1[CH:42]=[CH:41][CH:40]=[CH:39][CH:38]=1)#[CH:36]. Given the product [CH2:1]([O:8][C:9]1[N:10]=[N:11][C:12]([C:36]#[C:35][C:37]2[CH:42]=[CH:41][CH:40]=[CH:39][CH:38]=2)=[CH:13][C:14]=1[O:15][CH2:16][C:17]1[CH:22]=[CH:21][CH:20]=[CH:19][CH:18]=1)[C:2]1[CH:7]=[CH:6][CH:5]=[CH:4][CH:3]=1, predict the reactants needed to synthesize it. (3) The reactants are: N[C:2]1[CH:16]=[CH:15][C:5]2[C:6](=[O:14])[NH:7][C:8]3[C:13]([C:4]=2[CH:3]=1)=[CH:12][CH:11]=[CH:10][N:9]=3.[CH:17]1[C:26]2[C:21](=CC=CC=2)[CH:20]=[CH:19][C:18]=1S(Cl)(=O)=O.C([N:34](CC)C(C)C)(C)C.[O:40]1[CH2:45]COCC1. Given the product [CH3:45][O:40][C:18]1[CH:19]=[CH:20][C:21]([NH:34][C:11]2[CH:12]=[C:13]3[C:8](=[N:9][CH:10]=2)[NH:7][C:6](=[O:14])[C:5]2[CH:15]=[CH:16][CH:2]=[CH:3][C:4]3=2)=[CH:26][CH:17]=1, predict the reactants needed to synthesize it. (4) Given the product [CH:28]12[CH2:35][CH2:34][CH:31]([CH:32]=[CH:33]1)[CH2:30][CH:29]2[S:36]([CH2:39][C:40]1[C:45]([C:46]([O:48][CH3:49])=[O:47])=[C:44]([O:50][CH3:51])[C:43]([C:23]2[CH:27]=[CH:26][O:25][CH:24]=2)=[CH:42][CH:41]=1)(=[O:38])=[O:37], predict the reactants needed to synthesize it. The reactants are: C1(S(CC2C(C(OCC)=O)=C(O)C([C:23]3[CH:27]=[CH:26][O:25][CH:24]=3)=CC=2)(=O)=O)C=CC=CC=1.[CH:28]12[CH2:35][CH2:34][CH:31]([CH:32]=[CH:33]1)[CH2:30][CH:29]2[S:36]([CH2:39][C:40]1[C:45]([C:46]([O:48][CH3:49])=[O:47])=[C:44]([O:50][CH3:51])[C:43](Br)=[CH:42][CH:41]=1)(=[O:38])=[O:37]. (5) Given the product [C:13]([O:12][C:11]([NH:10][CH2:9][CH2:8][C:5]1[CH:4]=[CH:3][C:2]([O:1][CH2:27][C:22]2[CH:23]=[CH:24][CH:25]=[CH:26][C:21]=2[C:20]([O:19][CH3:18])=[O:29])=[CH:7][CH:6]=1)=[O:17])([CH3:14])([CH3:16])[CH3:15], predict the reactants needed to synthesize it. The reactants are: [OH:1][C:2]1[CH:7]=[CH:6][C:5]([CH2:8][CH2:9][NH:10][C:11](=[O:17])[O:12][C:13]([CH3:16])([CH3:15])[CH3:14])=[CH:4][CH:3]=1.[CH3:18][O:19][C:20](=[O:29])[C:21]1[CH:26]=[CH:25][CH:24]=[CH:23][C:22]=1[CH2:27]Br.C([O-])([O-])=O.[K+].[K+]. (6) Given the product [NH2:1][C:4]1[CH:5]=[CH:6][CH:7]=[C:8]2[C:13]=1[N:12]=[CH:11][C:10]([S:14]([C:17]1[CH:18]=[CH:19][CH:20]=[CH:21][CH:22]=1)(=[O:16])=[O:15])=[CH:9]2, predict the reactants needed to synthesize it. The reactants are: [N+:1]([C:4]1[CH:5]=[CH:6][CH:7]=[C:8]2[C:13]=1[N:12]=[CH:11][C:10]([S:14]([C:17]1[CH:22]=[CH:21][CH:20]=[CH:19][CH:18]=1)(=[O:16])=[O:15])=[CH:9]2)([O-])=O.O.C(=O)([O-])[O-].[K+].[K+].C(N(CC(O)=O)CC(O)=O)CN(CC(O)=O)CC(O)=O. (7) Given the product [CH2:1]([O:8][C:9]1[C:16]([C:17]([CH3:20])([CH3:19])[CH3:18])=[CH:15][CH:14]=[CH:13][C:10]=1[CH:11]([NH:29][C:24]1[CH:25]=[CH:26][CH:27]=[CH:28][C:23]=1[O:22][CH3:21])[CH3:30])[C:2]1[CH:7]=[CH:6][CH:5]=[CH:4][CH:3]=1, predict the reactants needed to synthesize it. The reactants are: [CH2:1]([O:8][C:9]1[C:16]([C:17]([CH3:20])([CH3:19])[CH3:18])=[CH:15][CH:14]=[CH:13][C:10]=1[CH:11]=O)[C:2]1[CH:7]=[CH:6][CH:5]=[CH:4][CH:3]=1.[CH3:21][O:22][C:23]1[C:24]([NH2:29])=[CH:25][CH:26]=[CH:27][CH:28]=1.[C:30]1(C)C=CC(S(O)(=O)=O)=CC=1.C[Mg+].[Br-].